Dataset: Blood-brain barrier permeability classification from the B3DB database. Task: Regression/Classification. Given a drug SMILES string, predict its absorption, distribution, metabolism, or excretion properties. Task type varies by dataset: regression for continuous measurements (e.g., permeability, clearance, half-life) or binary classification for categorical outcomes (e.g., BBB penetration, CYP inhibition). Dataset: b3db_classification. The compound is CC(=O)[C@@]1(O)CC[C@H]2[C@@H]3C[C@H](C)C4=CC(=O)CC[C@]4(C)[C@H]3CC[C@@]21C. The result is 0 (does not penetrate BBB).